Dataset: Drug-target binding data from BindingDB using IC50 measurements. Task: Regression. Given a target protein amino acid sequence and a drug SMILES string, predict the binding affinity score between them. We predict pIC50 (pIC50 = -log10(IC50 in M); higher means more potent). Dataset: bindingdb_ic50. (1) The small molecule is O=c1[nH]c(Nc2ccccc2)nc2c1ncn2C1CC(O)C(CO)O1. The target protein (Q9QNF7) has sequence MASYPCHQHASAFDQAARSRGHSNRRTALRPRRQQEATEVRLEQKMPTLLRVYIDGPHGMGKTTTTQLLVALGSRDDIVYVPEPMTYWQVLGASETIANIYTTQHRLDQGEISAGDAAVVMTSAQITMGMPYAVTDAVLAPHIGGEAGSSHAPPPALTLIFDRHPIAALLCYPAARYLMGSMTPQAVLAFVALIPPTLPGTNIVLGALPEDRHIDRLAKRQRPGERLDLAMLAAIRRVYGLLANTVRYLQGGGSWREDWGQLSGTAVPPQGAEPQSNAGPRPHIGDTLFTLFRAPELLAPNGDLYNVFAWALDVLAKRLRPMHVFILDYDQSPAGCRDALLQLTSGMVQTHVTTPGSIPTICDLARTFAREMGEAN. The pIC50 is 6.5. (2) The compound is COc1cc(-c2cn(C)c(=O)c3ncccc23)cc(OC)c1CN(C)C. The target protein (Q9NPI1) has sequence MGKKHKKHKSDKHLYEEYVEKPLKLVLKVGGNEVTELSTGSSGHDSSLFEDKNDHDKHKDRKRKKRKKGEKQIPGEEKGRKRRRVKEDKKKRDRDRVENEAEKDLQCHAPVRLDLPPEKPLTSSLAKQEEVEQTPLQEALNQLMRQLQRKDPSAFFSFPVTDFIAPGYSMIIKHPMDFSTMKEKIKNNDYQSIEELKDNFKLMCTNAMIYNKPETIYYKAAKKLLHSGMKILSQERIQSLKQSIDFMADLQKTRKQKDGTDTSQSGEDGGCWQREREDSGDAEAHAFKSPSKENKKKDKDMLEDKFKSNNLEREQEQLDRIVKESGGKLTRRLVNSQCEFERRKPDGTTTLGLLHPVDPIVGEPGYCPVRLGMTTGRLQSGVNTLQGFKEDKRNKVTPVLYLNYGPYSSYAPHYDSTFANISKDDSDLIYSTYGEDSDLPSDFSIHEFLATCQDYPYVMADSLLDVLTKGGHSRTLQEMEMSLPEDEGHTRTLDTAKEME.... The pIC50 is 5.4.